Dataset: Reaction yield outcomes from USPTO patents with 853,638 reactions. Task: Predict the reaction yield, written as a fraction of the theoretical maximum amount of product (1.0 means a 100% yield; for example, 0.34 means a 34% yield). (1) The reactants are [F:1][C:2]1([CH2:26][NH2:27])[CH2:7][CH2:6][N:5]([C:8]2[CH:13]=[CH:12][C:11]([N:14]3[CH2:18][C@H:17]([CH2:19][NH:20][C:21](=[O:23])[CH3:22])[O:16][C:15]3=[O:24])=[CH:10][C:9]=2[F:25])[CH2:4][CH2:3]1.[CH3:28][S:29](Cl)(=[O:31])=[O:30].C(N(CC)CC)C. The catalyst is ClCCl. The product is [F:1][C:2]1([CH2:26][NH:27][S:29]([CH3:28])(=[O:31])=[O:30])[CH2:7][CH2:6][N:5]([C:8]2[CH:13]=[CH:12][C:11]([N:14]3[CH2:18][C@H:17]([CH2:19][NH:20][C:21](=[O:23])[CH3:22])[O:16][C:15]3=[O:24])=[CH:10][C:9]=2[F:25])[CH2:4][CH2:3]1. The yield is 0.750. (2) The reactants are [F:1][C:2]([F:9])([F:8])[C:3]1[N:4]=[CH:5][NH:6][CH:7]=1.[H-].[Na+].FC(F)(F)S(O[C:18]1[C:23]([CH3:24])=[CH:22][C:21]([N+:25]([O-:27])=[O:26])=[CH:20][C:19]=1[CH3:28])(=O)=O. The catalyst is CN(C=O)C.O. The product is [CH3:24][C:23]1[CH:22]=[C:21]([N+:25]([O-:27])=[O:26])[CH:20]=[C:19]([CH3:28])[C:18]=1[N:6]1[CH:7]=[C:3]([C:2]([F:9])([F:8])[F:1])[N:4]=[CH:5]1. The yield is 0.210. (3) The reactants are [CH3:1][N:2]1[N:6]=[N:5][C:4]([C:7]2[CH:12]=[CH:11][C:10]([C:13]3[CH:18]=[CH:17][C:16]([N:19]4[CH2:23][C@H:22]([CH2:24][OH:25])[O:21][C:20]4=[O:26])=[CH:15][C:14]=3[F:27])=[CH:9][N:8]=2)=[N:3]1.[CH3:28][S:29](Cl)(=[O:31])=[O:30].C(N(CC)CC)C.O. The catalyst is C(Cl)Cl.[Cl-].[Na+].O. The product is [CH3:1][N:2]1[N:6]=[N:5][C:4]([C:7]2[CH:12]=[CH:11][C:10]([C:13]3[CH:18]=[CH:17][C:16]([N:19]4[CH2:23][C@H:22]([CH2:24][O:25][S:29]([CH3:28])(=[O:31])=[O:30])[O:21][C:20]4=[O:26])=[CH:15][C:14]=3[F:27])=[CH:9][N:8]=2)=[N:3]1. The yield is 0.820. (4) The reactants are [Cl:1][C:2]1[CH:3]=[C:4](B(O)O)[CH:5]=[CH:6][C:7]=1[Cl:8].[CH3:12][C:13]1[N:14]=[CH:15][NH:16][C:17]=1[C:18]([O:20][CH2:21][CH3:22])=[O:19]. The catalyst is C(Cl)Cl.C([O-])(=O)C.[Cu+2].C([O-])(=O)C. The product is [CH2:21]([O:20][C:18]([C:17]1[N:16]([C:4]2[CH:5]=[CH:6][C:7]([Cl:8])=[C:2]([Cl:1])[CH:3]=2)[CH:15]=[N:14][C:13]=1[CH3:12])=[O:19])[CH3:22].[CH2:21]([O:20][C:18]([C:17]1[N:16]=[CH:15][N:14]([C:4]2[CH:5]=[CH:6][C:7]([Cl:8])=[C:2]([Cl:1])[CH:3]=2)[C:13]=1[CH3:12])=[O:19])[CH3:22]. The yield is 0.220. (5) The reactants are [CH3:1][O:2][C:3](=[O:19])[C@@H:4]([NH:11][C:12]([O:14]C(C)(C)C)=O)[CH:5]1[CH2:10][CH2:9][CH2:8][CH2:7][CH2:6]1.[NH:20]([C:28]([O:30][CH2:31][C:32]1[CH:37]=[CH:36][CH:35]=[CH:34][CH:33]=1)=[O:29])[C@H:21](C(O)=O)[CH:22]([CH3:24])[CH3:23].C(OC([C@@]1(NC([C@@H]2C[C@@H](OC3C4C(=CC(OC)=CC=4)N=C(C4C=CC=CC=4)C=3)C[C@H]2C(=O)N[C@H](C(=O)N[C@@H](C2CCCCC2)C(=O)NC)C(C)(C)C)=O)C[C@H]1C=C)=O)C. The catalyst is C1(C)C=CC=CC=1.C(OCC)(=O)C. The product is [CH3:1][O:2][C:3](=[O:19])[C@@H:4]([NH:11][C:12](=[O:14])[C@@H:21]([NH:20][C:28]([O:30][CH2:31][C:32]1[CH:37]=[CH:36][CH:35]=[CH:34][CH:33]=1)=[O:29])[CH:22]([CH3:24])[CH3:23])[CH:5]1[CH2:6][CH2:7][CH2:8][CH2:9][CH2:10]1. The yield is 0.940. (6) The catalyst is Cl.CO. The yield is 0.963. The product is [NH:24]1[CH2:23][CH:22]([O:21][C:20]2[CH:33]=[CH:34][C:17]([N:11]3[C:12]([CH3:16])([CH3:15])[C:13](=[O:14])[N:9]([C:6]4[CH:7]=[CH:8][C:3]([C:1]#[N:2])=[C:4]([C:37]([F:40])([F:39])[F:38])[CH:5]=4)[C:10]3=[S:36])=[CH:18][C:19]=2[F:35])[CH2:25]1. The reactants are [C:1]([C:3]1[CH:8]=[CH:7][C:6]([N:9]2[C:13](=[O:14])[C:12]([CH3:16])([CH3:15])[N:11]([C:17]3[CH:34]=[CH:33][C:20]([O:21][CH:22]4[CH2:25][N:24](C(OC(C)(C)C)=O)[CH2:23]4)=[C:19]([F:35])[CH:18]=3)[C:10]2=[S:36])=[CH:5][C:4]=1[C:37]([F:40])([F:39])[F:38])#[N:2]. (7) The reactants are [CH2:1]([CH:3]([CH2:7][CH:8]([CH2:12][CH3:13])[C:9]([OH:11])=[O:10])[C:4]([OH:6])=[O:5])[CH3:2].[CH2:14]([CH:16]([CH2:19]CCC)[CH2:17]O)C.[OH-].[Na+]. The catalyst is O.C1(C)C=CC(S(O)(=O)=O)=CC=1.C1(C)C=CC=CC=1. The product is [CH2:1]([CH:3]([CH2:7][CH:8]([CH2:12][CH3:13])[C:9]([O:11][CH2:19][CH:16]([CH3:14])[CH3:17])=[O:10])[C:4]([O:6][CH2:1][CH:3]([CH3:7])[CH3:4])=[O:5])[CH3:2]. The yield is 0.984. (8) The reactants are [CH3:1][C:2]1[C:3]([C:12]([F:15])([F:14])[F:13])=[C:4]2[C:8](=[CH:9][CH:10]=1)[C@@H:7]([OH:11])[CH2:6][CH2:5]2.[CH3:16][O:17][C:18](=[O:30])[CH2:19][C@H:20]1[C:24]2[CH:25]=[CH:26][C:27](O)=[CH:28][C:23]=2[O:22][CH2:21]1. No catalyst specified. The product is [CH3:16][O:17][C:18](=[O:30])[CH2:19][C@H:20]1[C:24]2[CH:25]=[CH:26][C:27]([O:11][C@H:7]3[C:8]4[C:4](=[C:3]([C:12]([F:13])([F:14])[F:15])[C:2]([CH3:1])=[CH:10][CH:9]=4)[CH2:5][CH2:6]3)=[CH:28][C:23]=2[O:22][CH2:21]1. The yield is 0.540. (9) The reactants are FC(F)(F)C(O)=O.[Br:8][C:9]1[N:10]=[C:11]([C:30]2[O:34][N:33]=[C:32]([C:35]3[CH:40]=[CH:39][C:38]([CH2:41][Cl:42])=[CH:37][CH:36]=3)[CH:31]=2)[C:12]([N:15](C(OC(C)(C)C)=O)C(=O)OC(C)(C)C)=[N:13][CH:14]=1. The catalyst is ClCCl. The product is [Br:8][C:9]1[N:10]=[C:11]([C:30]2[O:34][N:33]=[C:32]([C:35]3[CH:40]=[CH:39][C:38]([CH2:41][Cl:42])=[CH:37][CH:36]=3)[CH:31]=2)[C:12]([NH2:15])=[N:13][CH:14]=1. The yield is 1.00.